This data is from Ames mutagenicity test results for genotoxicity prediction. The task is: Regression/Classification. Given a drug SMILES string, predict its toxicity properties. Task type varies by dataset: regression for continuous values (e.g., LD50, hERG inhibition percentage) or binary classification for toxic/non-toxic outcomes (e.g., AMES mutagenicity, cardiotoxicity, hepatotoxicity). Dataset: ames. (1) The compound is OCCN1CCNCC1. The result is 0 (non-mutagenic). (2) The molecule is CCC(C)=[N+]([O-])O. The result is 0 (non-mutagenic). (3) The molecule is Nc1nc(-c2ccc([N+](=O)[O-])o2)cs1. The result is 1 (mutagenic). (4) The compound is CC(=O)N1CNC(=O)N(C(C)=O)C1=O. The result is 0 (non-mutagenic). (5) The drug is Cc1cnc2c(n1)c(C)cc1c2nc(N)n1C. The result is 1 (mutagenic). (6) The molecule is CN(C)C(=O)/C=C/c1ccc([N+](=O)[O-])o1. The result is 1 (mutagenic). (7) The compound is CC(C)(C)N(CCO)CCO. The result is 0 (non-mutagenic). (8) The drug is CCCCCCCCCCSCn1cc[n+](C)c1. The result is 1 (mutagenic).